From a dataset of Forward reaction prediction with 1.9M reactions from USPTO patents (1976-2016). Predict the product of the given reaction. (1) Given the reactants [CH:1](=[O:9])[C:2]1[C:3](=[CH:5][CH:6]=[CH:7][CH:8]=1)[OH:4].N1C=CC=CC=1.[Br:16][CH2:17][C:18](Br)=[O:19], predict the reaction product. The product is: [CH:1]([C:2]1[CH:8]=[CH:7][CH:6]=[CH:5][C:3]=1[O:4][C:18](=[O:19])[CH2:17][Br:16])=[O:9]. (2) Given the reactants [F:1][C:2]1[CH:3]=[CH:4][C:5]2=[C:6]([CH:37]=1)[O:7][CH2:8][C:9]1[C:35]([F:36])=[CH:34][CH:33]=[CH:32][C:10]=1/[C:11]/2=[CH:12]\[C:13]1[CH:18]=[CH:17][C:16]([NH:19][C@@H:20]2[CH2:28][N:27]3[C@H:22]([CH2:23][O:24][CH2:25][CH2:26]3)[CH2:21]2)=[C:15]([N+:29]([O-])=O)[CH:14]=1.C(N(CC)CC)C.N1C=CC=CC=1.C1C=CC(O[C:58](OC2C=CC=CC=2)=[N:59][C:60]#[N:61])=CC=1, predict the reaction product. The product is: [F:1][C:2]1[CH:3]=[CH:4][C:5]2=[C:6]([CH:37]=1)[O:7][CH2:8][C:9]1[C:35]([F:36])=[CH:34][CH:33]=[CH:32][C:10]=1/[C:11]/2=[CH:12]\[C:13]1[CH:18]=[CH:17][C:16]2[N:19]([C@@H:20]3[CH2:28][N:27]4[C@H:22]([CH2:23][O:24][CH2:25][CH2:26]4)[CH2:21]3)/[C:58](=[N:59]/[C:60]#[N:61])/[NH:29][C:15]=2[CH:14]=1. (3) Given the reactants I[C:2]1[CH:3]=[N:4][CH:5]=[CH:6][CH:7]=1.C([O-])([O-])=O.[K+].[K+].[C:14]([O:18][C:19]1[CH:24]=[C:23]([CH3:25])[C:22]([Br:26])=[C:21]([CH3:27])[CH:20]=1)(=[O:17])[C:15]#[CH:16], predict the reaction product. The product is: [N:4]1[CH:5]=[CH:6][CH:7]=[C:2]([C:16]#[C:15][C:14]([O:18][C:19]2[CH:20]=[C:21]([CH3:27])[C:22]([Br:26])=[C:23]([CH3:25])[CH:24]=2)=[O:17])[CH:3]=1. (4) Given the reactants C(OC(=O)[N:7]([C:16]1[S:17][C@:18]2(/[CH:33]=[CH:34]/[C:35]([NH:37][CH2:38][CH2:39][O:40][CH3:41])=[O:36])[C@H:20]([C@:21]([C:25]3[CH:30]=[C:29]([NH2:31])[CH:28]=[CH:27][C:26]=3[F:32])([CH2:23][F:24])[N:22]=1)[CH2:19]2)COCC[Si](C)(C)C)(C)(C)C.C(O)(C(F)(F)F)=O.OS(O)(=O)=O, predict the reaction product. The product is: [NH2:7][C:16]1[S:17][C@:18]2(/[CH:33]=[CH:34]/[C:35]([NH:37][CH2:38][CH2:39][O:40][CH3:41])=[O:36])[C@H:20]([C@:21]([C:25]3[CH:30]=[C:29]([NH2:31])[CH:28]=[CH:27][C:26]=3[F:32])([CH2:23][F:24])[N:22]=1)[CH2:19]2. (5) The product is: [CH2:13]([C:15]1[CH:20]=[CH:19][CH:18]=[C:17]([CH2:21][CH3:22])[C:16]=1[C:2]1[CH:11]=[CH:10][C:9]2[C:8](=[O:12])[CH2:7][CH2:6][CH2:5][C:4]=2[N:3]=1)[CH3:14]. Given the reactants Cl[C:2]1[CH:11]=[CH:10][C:9]2[C:8](=[O:12])[CH2:7][CH2:6][CH2:5][C:4]=2[N:3]=1.[CH2:13]([C:15]1[CH:20]=[CH:19][CH:18]=[C:17]([CH2:21][CH3:22])[C:16]=1B(O)O)[CH3:14].C([O-])([O-])=O.[Na+].[Na+], predict the reaction product.